From a dataset of Peptide-MHC class I binding affinity with 185,985 pairs from IEDB/IMGT. Regression. Given a peptide amino acid sequence and an MHC pseudo amino acid sequence, predict their binding affinity value. This is MHC class I binding data. (1) The peptide sequence is ATAAATEAY. The MHC is HLA-A02:11 with pseudo-sequence HLA-A02:11. The binding affinity (normalized) is 0.0847. (2) The peptide sequence is VTAETQNSSF. The MHC is HLA-A01:01 with pseudo-sequence HLA-A01:01. The binding affinity (normalized) is 0.104. (3) The peptide sequence is KYINFINFI. The MHC is HLA-A30:02 with pseudo-sequence HLA-A30:02. The binding affinity (normalized) is 0.630. (4) The peptide sequence is RARVSQGAG. The MHC is HLA-A30:01 with pseudo-sequence HLA-A30:01. The binding affinity (normalized) is 0.513. (5) The peptide sequence is KEKGGLDGL. The MHC is HLA-A11:01 with pseudo-sequence HLA-A11:01. The binding affinity (normalized) is 0. (6) The peptide sequence is SWKQSKMWR. The MHC is HLA-A01:01 with pseudo-sequence HLA-A01:01. The binding affinity (normalized) is 0.0847. (7) The peptide sequence is RRRFVQNAL. The MHC is HLA-C14:02 with pseudo-sequence HLA-C14:02. The binding affinity (normalized) is 0.505.